Dataset: Catalyst prediction with 721,799 reactions and 888 catalyst types from USPTO. Task: Predict which catalyst facilitates the given reaction. (1) Reactant: [C:1]([OH:14])(=[O:13])/[CH:2]=[CH:3]/[C:4]1[CH:12]=[CH:11][C:9]([OH:10])=[C:6]([O:7][CH3:8])[CH:5]=1.[CH:15]1[C:16]([CH2:24][C@@H:25]([NH2:42])[CH2:26][C:27]([N:29]2[CH2:41][C:33]3=[N:34][N:35]=[C:36]([C:37]([F:40])([F:39])[F:38])[N:32]3[CH2:31][CH2:30]2)=[O:28])=[C:17]([F:23])[CH:18]=[C:19]([F:22])[C:20]=1[F:21]. Product: [CH:15]1[C:16]([CH2:24][C@@H:25]([NH2:42])[CH2:26][C:27]([N:29]2[CH2:41][C:33]3=[N:34][N:35]=[C:36]([C:37]([F:40])([F:39])[F:38])[N:32]3[CH2:31][CH2:30]2)=[O:28])=[C:17]([F:23])[CH:18]=[C:19]([F:22])[C:20]=1[F:21].[C:1]([O-:14])(=[O:13])/[CH:2]=[CH:3]/[C:4]1[CH:12]=[CH:11][C:9]([OH:10])=[C:6]([O:7][CH3:8])[CH:5]=1. The catalyst class is: 8. (2) The catalyst class is: 7. Reactant: [CH2:1]([O:8][C:9]([NH:11][CH2:12][CH2:13][CH2:14][C@@H:15]([C:24](O)=[O:25])[NH:16][C:17]([O:19][C:20]([CH3:23])([CH3:22])[CH3:21])=[O:18])=[O:10])[C:2]1[CH:7]=[CH:6][CH:5]=[CH:4][CH:3]=1.CN1CCOCC1.ClC(OCC)=O.[H-].[Al+3].[Li+].[H-].[H-].[H-]. Product: [CH2:1]([O:8][C:9](=[O:10])[NH:11][CH2:12][CH2:13][CH2:14][C@H:15]([NH:16][C:17]([O:19][C:20]([CH3:22])([CH3:21])[CH3:23])=[O:18])[CH2:24][OH:25])[C:2]1[CH:3]=[CH:4][CH:5]=[CH:6][CH:7]=1. (3) Reactant: [F:1][C:2]1[C:3]([CH3:18])=[C:4]([C:10]2[CH:15]=[CH:14][CH:13]=[C:12]([CH:16]=[O:17])[CH:11]=2)[C:5]([CH3:9])=[CH:6][C:7]=1[OH:8].CC1C=CC(S(O[CH2:30][CH2:31][CH2:32][S:33]([CH3:36])(=[O:35])=[O:34])(=O)=O)=CC=1.C(=O)([O-])[O-].[K+].[K+].O. Product: [F:1][C:2]1[C:3]([CH3:18])=[C:4]([C:10]2[CH:15]=[CH:14][CH:13]=[C:12]([CH:16]=[O:17])[CH:11]=2)[C:5]([CH3:9])=[CH:6][C:7]=1[O:8][CH2:30][CH2:31][CH2:32][S:33]([CH3:36])(=[O:35])=[O:34]. The catalyst class is: 9. (4) Reactant: [C:1]([O:5][C:6]([N:8]1[CH:13]([C:14]([F:17])([F:16])[F:15])[CH2:12][N:11]2[N:18]=[C:19]([I:24])[C:20]([C:21](O)=[O:22])=[C:10]2[CH2:9]1)=[O:7])([CH3:4])([CH3:3])[CH3:2].[NH4+].[Cl-].C[N:28](C(ON1N=NC2C=CC=NC1=2)=[N+](C)C)C.F[P-](F)(F)(F)(F)F.CCN(C(C)C)C(C)C. Product: [C:21]([C:20]1[C:19]([I:24])=[N:18][N:11]2[CH2:12][CH:13]([C:14]([F:17])([F:16])[F:15])[N:8]([C:6]([O:5][C:1]([CH3:3])([CH3:2])[CH3:4])=[O:7])[CH2:9][C:10]=12)(=[O:22])[NH2:28]. The catalyst class is: 18.